This data is from NCI-60 drug combinations with 297,098 pairs across 59 cell lines. The task is: Regression. Given two drug SMILES strings and cell line genomic features, predict the synergy score measuring deviation from expected non-interaction effect. (1) Drug 1: C1=NC2=C(N=C(N=C2N1C3C(C(C(O3)CO)O)O)F)N. Drug 2: CC(C)(C#N)C1=CC(=CC(=C1)CN2C=NC=N2)C(C)(C)C#N. Cell line: HL-60(TB). Synergy scores: CSS=22.9, Synergy_ZIP=-0.857, Synergy_Bliss=-7.17, Synergy_Loewe=-12.2, Synergy_HSA=-12.2. (2) Drug 1: CC1=C2C(C(=O)C3(C(CC4C(C3C(C(C2(C)C)(CC1OC(=O)C(C(C5=CC=CC=C5)NC(=O)OC(C)(C)C)O)O)OC(=O)C6=CC=CC=C6)(CO4)OC(=O)C)O)C)O. Drug 2: CC1=C(C(=O)C2=C(C1=O)N3CC4C(C3(C2COC(=O)N)OC)N4)N. Cell line: ACHN. Synergy scores: CSS=54.3, Synergy_ZIP=-0.693, Synergy_Bliss=2.83, Synergy_Loewe=0.792, Synergy_HSA=3.10. (3) Drug 1: C(CCl)NC(=O)N(CCCl)N=O. Drug 2: N.N.Cl[Pt+2]Cl. Cell line: 786-0. Synergy scores: CSS=68.0, Synergy_ZIP=-0.420, Synergy_Bliss=1.30, Synergy_Loewe=-8.55, Synergy_HSA=1.87. (4) Drug 1: C1=NC2=C(N=C(N=C2N1C3C(C(C(O3)CO)O)F)Cl)N. Drug 2: C1=CC=C(C(=C1)C(C2=CC=C(C=C2)Cl)C(Cl)Cl)Cl. Cell line: OVCAR-5. Synergy scores: CSS=1.28, Synergy_ZIP=0.532, Synergy_Bliss=0.855, Synergy_Loewe=-0.0634, Synergy_HSA=-0.278. (5) Drug 1: CC1OCC2C(O1)C(C(C(O2)OC3C4COC(=O)C4C(C5=CC6=C(C=C35)OCO6)C7=CC(=C(C(=C7)OC)O)OC)O)O. Drug 2: COC1=C2C(=CC3=C1OC=C3)C=CC(=O)O2. Cell line: SK-MEL-28. Synergy scores: CSS=6.19, Synergy_ZIP=-2.36, Synergy_Bliss=1.38, Synergy_Loewe=-13.0, Synergy_HSA=-1.28.